Dataset: Full USPTO retrosynthesis dataset with 1.9M reactions from patents (1976-2016). Task: Predict the reactants needed to synthesize the given product. (1) Given the product [CH2:33]([O:35][C:36](=[O:39])[CH2:37][CH2:38][N:3]([CH2:1][CH3:2])[CH2:4][C:5](=[O:6])[N:7]1[C:15]2[C:10](=[CH:11][C:12]([O:16][CH2:17][C:18]3[S:19][C:20]([C:29]([F:32])([F:31])[F:30])=[C:21]([C:23]4[CH:28]=[CH:27][CH:26]=[CH:25][CH:24]=4)[CH:22]=3)=[CH:13][CH:14]=2)[CH2:9][CH2:8]1)[CH3:34], predict the reactants needed to synthesize it. The reactants are: [CH2:1]([NH:3][CH2:4][C:5]([N:7]1[C:15]2[C:10](=[CH:11][C:12]([O:16][CH2:17][C:18]3[S:19][C:20]([C:29]([F:32])([F:31])[F:30])=[C:21]([C:23]4[CH:28]=[CH:27][CH:26]=[CH:25][CH:24]=4)[CH:22]=3)=[CH:13][CH:14]=2)[CH2:9][CH2:8]1)=[O:6])[CH3:2].[CH2:33]([O:35][C:36](=[O:39])[CH:37]=[CH2:38])[CH3:34]. (2) Given the product [NH2:1][C:2]1[C:3]([C:15]2[O:19][C:18]([C@@:20]([OH:26])([CH3:25])[C:21]([F:24])([F:23])[F:22])=[N:17][N:16]=2)=[N:4][C:5]([O:13][CH3:14])=[C:6]([C:9]([F:12])([F:11])[F:10])[C:7]=1[CH:27]=[CH2:28], predict the reactants needed to synthesize it. The reactants are: [NH2:1][C:2]1[C:3]([C:15]2[O:19][C:18]([C@@:20]([OH:26])([CH3:25])[C:21]([F:24])([F:23])[F:22])=[N:17][N:16]=2)=[N:4][C:5]([O:13][CH3:14])=[C:6]([C:9]([F:12])([F:11])[F:10])[C:7]=1Cl.[CH3:27][C:28]1(C)C(C)(C)OB(C=C)O1.C(=O)([O-])[O-].[Na+].[Na+]. (3) Given the product [Br:1][C:2]1[CH:17]=[C:5]2[N:6]=[C:7]([CH3:16])[C:8]([CH2:11][C:12]([O:14][CH3:15])=[O:13])=[C:9]([Cl:20])[N:4]2[N:3]=1, predict the reactants needed to synthesize it. The reactants are: [Br:1][C:2]1[CH:17]=[C:5]2[NH:6][C:7]([CH3:16])=[C:8]([CH2:11][C:12]([O:14][CH3:15])=[O:13])[C:9](=O)[N:4]2[N:3]=1.O=P(Cl)(Cl)[Cl:20]. (4) The reactants are: C1(CCCC[OH:11])C=CC=CC=1.CC1(C)N([O])C(C)(C)CCC1.[CH2:23]1[CH2:30][CH:29]2[N:31]([O])[CH:25]([CH2:26][CH2:27][CH2:28]2)[CH2:24]1. Given the product [CH2:23]1[CH:30]2[CH:29]3[NH+:31]([O-:11])[CH:25]([CH2:24]2)[CH2:26][CH:27]1[CH2:28]3, predict the reactants needed to synthesize it.